Dataset: Catalyst prediction with 721,799 reactions and 888 catalyst types from USPTO. Task: Predict which catalyst facilitates the given reaction. Product: [Cl:1][C:2]1[C:10]2[C:5](=[N:6][C:7]([NH:19][CH2:18][CH2:16][OH:17])=[N:8][CH:9]=2)[N:4]([CH3:15])[N:3]=1. The catalyst class is: 60. Reactant: [Cl:1][C:2]1[C:10]2[C:5](=[N:6][C:7](S(C)(=O)=O)=[N:8][CH:9]=2)[N:4]([CH3:15])[N:3]=1.[CH2:16]([CH2:18][NH2:19])[OH:17].O.C(OCC)(=O)C.